Task: Regression. Given two drug SMILES strings and cell line genomic features, predict the synergy score measuring deviation from expected non-interaction effect.. Dataset: NCI-60 drug combinations with 297,098 pairs across 59 cell lines (1) Drug 1: CC12CCC3C(C1CCC2=O)CC(=C)C4=CC(=O)C=CC34C. Drug 2: CCC1(C2=C(COC1=O)C(=O)N3CC4=CC5=C(C=CC(=C5CN(C)C)O)N=C4C3=C2)O.Cl. Cell line: NCI-H460. Synergy scores: CSS=20.5, Synergy_ZIP=-14.9, Synergy_Bliss=-12.7, Synergy_Loewe=-25.5, Synergy_HSA=-11.8. (2) Cell line: SR. Drug 2: C1=CN(C(=O)N=C1N)C2C(C(C(O2)CO)O)O.Cl. Synergy scores: CSS=42.7, Synergy_ZIP=-3.35, Synergy_Bliss=-4.64, Synergy_Loewe=-9.87, Synergy_HSA=-2.15. Drug 1: COC1=CC(=CC(=C1O)OC)C2C3C(COC3=O)C(C4=CC5=C(C=C24)OCO5)OC6C(C(C7C(O6)COC(O7)C8=CC=CS8)O)O. (3) Drug 1: C1=NC2=C(N1)C(=S)N=C(N2)N. Drug 2: CC1CCC2CC(C(=CC=CC=CC(CC(C(=O)C(C(C(=CC(C(=O)CC(OC(=O)C3CCCCN3C(=O)C(=O)C1(O2)O)C(C)CC4CCC(C(C4)OC)OCCO)C)C)O)OC)C)C)C)OC. Cell line: OVCAR-5. Synergy scores: CSS=33.6, Synergy_ZIP=-7.98, Synergy_Bliss=-10.6, Synergy_Loewe=-5.10, Synergy_HSA=-4.47.